Predict the reactants needed to synthesize the given product. From a dataset of Full USPTO retrosynthesis dataset with 1.9M reactions from patents (1976-2016). (1) The reactants are: [F:1][C:2]([F:12])([F:11])[CH:3]1[CH2:8][C:7](=[O:9])[CH2:6][C:5](=[O:10])[CH2:4]1.[O:13](S(C(F)(F)F)(=O)=O)[S:14]([C:17]([F:20])([F:19])[F:18])(=O)=[O:15]. Given the product [F:18][C:17]([F:20])([F:19])[S:14]([O:9][C:7]1[CH2:8][CH:3]([C:2]([F:11])([F:12])[F:1])[CH2:4][C:5](=[O:10])[CH:6]=1)(=[O:15])=[O:13], predict the reactants needed to synthesize it. (2) Given the product [Cl:1][C:2]1[C:7]([Cl:8])=[C:6]([C:20]2[CH:21]=[CH:22][C:17]([Cl:16])=[C:18]([O:30][CH3:31])[C:19]=2[F:29])[N:5]=[C:4]([C:10]([O:12][CH:13]([CH3:15])[CH3:14])=[O:11])[CH:3]=1, predict the reactants needed to synthesize it. The reactants are: [Cl:1][C:2]1[C:7]([Cl:8])=[C:6](Cl)[N:5]=[C:4]([C:10]([O:12][CH:13]([CH3:15])[CH3:14])=[O:11])[CH:3]=1.[Cl:16][C:17]1[CH:22]=[CH:21][C:20](B2OCCCO2)=[C:19]([F:29])[C:18]=1[O:30][CH3:31].[F-].[Cs+].N#N. (3) Given the product [N:1]1([C:6]2[N:11]=[CH:10][C:9]([C:12]3([C:15]([N:24]4[CH2:28][CH2:27][C@@:26]5([C:36]6[CH:35]=[CH:34][N:33]=[CH:32][C:31]=6[C:30](=[O:37])[O:29]5)[CH2:25]4)=[O:17])[CH2:13][CH2:14]3)=[CH:8][CH:7]=2)[CH2:2][CH2:3][CH2:4][CH2:5]1, predict the reactants needed to synthesize it. The reactants are: [N:1]1([C:6]2[N:11]=[CH:10][C:9]([C:12]3([C:15]([O:17]CC)=O)[CH2:14][CH2:13]3)=[CH:8][CH:7]=2)[CH2:5][CH2:4][CH2:3][CH2:2]1.[Li+].[OH-].Cl.Cl.[NH:24]1[CH2:28][CH2:27][C:26]2([C:36]3[CH:35]=[CH:34][N:33]=[CH:32][C:31]=3[C:30](=[O:37])[O:29]2)[CH2:25]1. (4) Given the product [NH2:1][C:2]1[C:7]([O:8][CH2:9][CH:10]2[CH2:11][CH2:12][N:13]([C:16]([O:18][C:19]([CH3:20])([CH3:22])[CH3:21])=[O:17])[CH2:14][CH2:15]2)=[CH:6][C:5]([C:33]2[N:34]=[N:35][N:36]([CH3:39])[C:37]=2[CH3:38])=[CH:4][N:3]=1, predict the reactants needed to synthesize it. The reactants are: [NH2:1][C:2]1[C:7]([O:8][CH2:9][CH:10]2[CH2:15][CH2:14][N:13]([C:16]([O:18][C:19]([CH3:22])([CH3:21])[CH3:20])=[O:17])[CH2:12][CH2:11]2)=[CH:6][C:5](B2OC(C)(C)C(C)(C)O2)=[CH:4][N:3]=1.Br[C:33]1[N:34]=[N:35][N:36]([CH3:39])[C:37]=1[CH3:38].C([O-])([O-])=O.[Cs+].[Cs+]. (5) The reactants are: C(N(CC)CC)C.Cl.[CH3:9][C:10](=[CH2:17])[C:11]([O:13][CH2:14][CH2:15][NH2:16])=[O:12].[F:18][C:19]([F:25])([F:24])[S:20](Cl)(=[O:22])=[O:21]. Given the product [CH3:17][C:10](=[CH2:9])[C:11]([O:13][CH2:14][CH2:15][NH:16][S:20]([C:19]([F:25])([F:24])[F:18])(=[O:22])=[O:21])=[O:12], predict the reactants needed to synthesize it. (6) Given the product [C:1](=[O:2])([O-:4])[O-:3].[Ce+3:14].[C:6](=[O:7])([O-:9])[O-:8].[C:1](=[O:2])([O-:4])[O-:3].[Ce+3:14], predict the reactants needed to synthesize it. The reactants are: [C:1](=[O:4])([OH:3])[O-:2].[Mg+2].[C:6](=[O:9])([OH:8])[O-:7].[N+]([O-])([O-])=O.[Ce+3:14].[N+]([O-])([O-])=O.[N+]([O-])([O-])=O. (7) The reactants are: [CH3:1][C:2]1[S:3][CH:4]=[CH:5][C:6]=1[CH:7]=O.CCCCCC.CC(=O)OCC.[N+:21]([CH3:24])([O-:23])=[O:22]. Given the product [CH3:1][C:2]1[S:3][CH:4]=[CH:5][C:6]=1[CH:7]=[CH:24][N+:21]([O-:23])=[O:22], predict the reactants needed to synthesize it.